From a dataset of CYP3A4 inhibition data for predicting drug metabolism from PubChem BioAssay. Regression/Classification. Given a drug SMILES string, predict its absorption, distribution, metabolism, or excretion properties. Task type varies by dataset: regression for continuous measurements (e.g., permeability, clearance, half-life) or binary classification for categorical outcomes (e.g., BBB penetration, CYP inhibition). Dataset: cyp3a4_veith. (1) The result is 1 (inhibitor). The molecule is COc1ccc(NC2=NCC(=O)N2Cc2cccs2)cc1.Cl. (2) The compound is CC(=O)N1CCN(c2ccc(OC[C@H]3CO[C@](Cn4ccnc4)(c4ccc(Cl)cc4Cl)O3)cc2)CC1. The result is 1 (inhibitor). (3) The molecule is CC(C)(C)N1C(=O)[C@@H]2CC=C3C(=O)[C@H]4O[C@H]4[C@@H](O)[C@H]3[C@H]2C1=O. The result is 0 (non-inhibitor). (4) The molecule is CN/C(=C\[N+](=O)[O-])NCCSCc1csc(CN(C)C)n1. The result is 0 (non-inhibitor).